This data is from Forward reaction prediction with 1.9M reactions from USPTO patents (1976-2016). The task is: Predict the product of the given reaction. (1) The product is: [CH2:23]([NH:26][C:27]1[N:32]=[C:31]([C:33]2[O:1][N:2]=[C:3]([C:5]3[CH:13]=[CH:12][C:11]4[NH:10][C:9]5[CH:14]([CH2:17][C:18]([O:20][CH2:21][CH3:22])=[O:19])[CH2:15][CH2:16][C:8]=5[C:7]=4[CH:6]=3)[N:4]=2)[CH:30]=[C:29]([C:36]([F:39])([F:37])[F:38])[CH:28]=1)[CH2:24][CH3:25]. Given the reactants [OH:1][NH:2][C:3]([C:5]1[CH:13]=[CH:12][C:11]2[NH:10][C:9]3[CH:14]([CH2:17][C:18]([O:20][CH2:21][CH3:22])=[O:19])[CH2:15][CH2:16][C:8]=3[C:7]=2[CH:6]=1)=[NH:4].[CH2:23]([NH:26][C:27]1[N:32]=[C:31]([C:33](O)=O)[CH:30]=[C:29]([C:36]([F:39])([F:38])[F:37])[CH:28]=1)[CH2:24][CH3:25].C(N(CC)CC)C.CN(C(ON1N=NC2C=CC=NC1=2)=[N+](C)C)C.F[P-](F)(F)(F)(F)F, predict the reaction product. (2) Given the reactants FC1C=C(CN)C=NC=1.[O:10]1[CH:14]=[C:13]([CH2:15][NH2:16])[N:12]=[CH:11]1.[CH3:17][C:18]1[N:19]=[C:20]([N:26]2[CH2:30][CH2:29][N:28]([CH2:31][CH2:32][CH2:33][C:34]([F:37])([F:36])[F:35])[C:27]2=[O:38])[S:21][C:22]=1[C:23](O)=[O:24], predict the reaction product. The product is: [CH3:17][C:18]1[N:19]=[C:20]([N:26]2[CH2:30][CH2:29][N:28]([CH2:31][CH2:32][CH2:33][C:34]([F:35])([F:36])[F:37])[C:27]2=[O:38])[S:21][C:22]=1[C:23]([NH:16][CH2:15][C:13]1[N:12]=[CH:11][O:10][CH:14]=1)=[O:24]. (3) Given the reactants [NH:1]1[C:5]2[CH:6]=[CH:7][CH:8]=[CH:9][C:4]=2[N:3]=[C:2]1[C:10]([C:12]1[CH:33]=[CH:32][C:15]([O:16][C:17]2[C:18]([CH:23]3[CH2:28][CH2:27][N:26]([C:29](=[O:31])[CH3:30])[CH2:25][CH2:24]3)=[N:19][CH:20]=[CH:21][N:22]=2)=[CH:14][CH:13]=1)=[O:11].CC1C=C2N=C3C(=NC(NC3=O)=O)N(C[C@H](O)[C@H](O)[C@H](O)CO)C2=CC=1C, predict the reaction product. The product is: [NH:1]1[C:5]2[CH:6]=[CH:7][CH:8]=[CH:9][C:4]=2[N:3]=[C:2]1[CH:10]([OH:11])[C:12]1[CH:13]=[CH:14][C:15]([O:16][C:17]2[C:18]([CH:23]3[CH2:28][CH2:27][N:26]([C:29](=[O:31])[CH3:30])[CH2:25][CH2:24]3)=[N:19][CH:20]=[CH:21][N:22]=2)=[CH:32][CH:33]=1.